This data is from Forward reaction prediction with 1.9M reactions from USPTO patents (1976-2016). The task is: Predict the product of the given reaction. (1) Given the reactants [Br:1][C:2]1[C:11]2[C:6](=[CH:7][CH:8]=[CH:9][CH:10]=2)[N:5]=[C:4]([C:12]([OH:14])=[O:13])[CH:3]=1.Cl.[NH2:16][C@H:17]1[CH2:22][CH2:21][O:20][CH2:19][C@@H:18]1[OH:23].CN([P+](ON1N=NC2C=CC=CC1=2)(N(C)C)N(C)C)C.F[P-](F)(F)(F)(F)F.C(N(CC)CC)C, predict the reaction product. The product is: [Br:1][C:2]1[C:11]2[C:6](=[CH:7][CH:8]=[CH:9][CH:10]=2)[N:5]=[C:4]([C:12]([OH:14])=[O:13])[CH:3]=1.[Br:1][C:2]1[C:11]2[C:6](=[CH:7][CH:8]=[CH:9][CH:10]=2)[N:5]=[C:4]([C:12]([NH:16][C@H:17]2[CH2:22][CH2:21][O:20][CH2:19][C@@H:18]2[OH:23])=[O:14])[CH:3]=1. (2) Given the reactants [CH3:1][C:2]1[C:6]2[N:7]=[CH:8][NH:9][C:10](=O)[C:5]=2[S:4][CH:3]=1.C(=O)([O-])[O-].[Na+].[Na+].P(Cl)(Cl)([Cl:20])=O, predict the reaction product. The product is: [Cl:20][C:10]1[C:5]2[S:4][CH:3]=[C:2]([CH3:1])[C:6]=2[N:7]=[CH:8][N:9]=1.